The task is: Predict the reaction yield, written as a fraction of the theoretical maximum amount of product (1.0 means a 100% yield; for example, 0.34 means a 34% yield).. This data is from Reaction yield outcomes from USPTO patents with 853,638 reactions. (1) The reactants are [CH2:1]([N:3]1[C:12]2[C:7](=[CH:8][C:9]([N+:13]([O-:15])=[O:14])=[CH:10][CH:11]=2)[C:6](=[O:16])[NH:5][C:4]1=[O:17])[CH3:2].C(=O)([O-])[O-].[K+].[K+].Cl[CH2:25][Si:26]([CH3:29])([CH3:28])[CH3:27]. The catalyst is CN(C=O)C. The product is [CH2:1]([N:3]1[C:12]2[C:7](=[CH:8][C:9]([N+:13]([O-:15])=[O:14])=[CH:10][CH:11]=2)[C:6](=[O:16])[N:5]([CH2:25][Si:26]([CH3:29])([CH3:28])[CH3:27])[C:4]1=[O:17])[CH3:2]. The yield is 0.487. (2) The reactants are [H-].[Na+].[F:3][C:4]([F:10])([CH:7]([F:9])[F:8])[CH2:5][OH:6].[H][H].Cl[C:14]1[CH:24]=[CH:23][C:17]([C:18]([O:20][CH2:21][CH3:22])=[O:19])=[CH:16][N:15]=1. The catalyst is CCCCCC.CN(C)C=O. The product is [F:3][C:4]([F:10])([CH:7]([F:9])[F:8])[CH2:5][O:6][C:14]1[CH:24]=[CH:23][C:17]([C:18]([O:20][CH2:21][CH3:22])=[O:19])=[CH:16][N:15]=1. The yield is 0.860. (3) The reactants are [Cl:1][C:2]1[C:3]([O:12][C:13]2[CH:18]=[C:17](O)[CH:16]=[CH:15][C:14]=2[CH2:20][CH2:21][C:22](OCC)=[O:23])=[N:4][CH:5]=[C:6]([C:8]([F:11])([F:10])[F:9])[CH:7]=1.[N:27]1([CH2:32][CH2:33][OH:34])[CH2:31][CH2:30][CH2:29][CH2:28]1.C(P(CCCC)CCCC)CCC.[H-].[Al+3].[Li+].[H-].[H-].[H-].O.O.O.O.O.O.O.O.O.O.S([O-])([O-])(=O)=O.[Na+].[Na+]. The catalyst is O1CCCC1.N(C(N1CCCCC1)=O)=NC(N1CCCCC1)=O. The product is [Cl:1][C:2]1[C:3]([O:12][C:13]2[CH:18]=[C:17]([O:34][CH2:33][CH2:32][N:27]3[CH2:31][CH2:30][CH2:29][CH2:28]3)[CH:16]=[CH:15][C:14]=2[CH2:20][CH2:21][CH2:22][OH:23])=[N:4][CH:5]=[C:6]([C:8]([F:11])([F:9])[F:10])[CH:7]=1. The yield is 0.380. (4) The reactants are CO[CH:3](OC)[N:4]([CH3:6])[CH3:5].[CH2:9]([C:11]1[C:19]2[C:14](=[CH:15][C:16]([C:20](=[O:22])[CH3:21])=[CH:17][CH:18]=2)[N:13]([CH2:23][O:24][CH2:25][CH2:26][Si:27]([CH3:30])([CH3:29])[CH3:28])[N:12]=1)[CH3:10].O.C(OCC)(=O)C. The catalyst is CN(C)C=O. The product is [CH3:3][N:4]([CH3:6])/[CH:5]=[CH:21]/[C:20]([C:16]1[CH:15]=[C:14]2[C:19]([C:11]([CH2:9][CH3:10])=[N:12][N:13]2[CH2:23][O:24][CH2:25][CH2:26][Si:27]([CH3:30])([CH3:29])[CH3:28])=[CH:18][CH:17]=1)=[O:22]. The yield is 1.00.